This data is from Forward reaction prediction with 1.9M reactions from USPTO patents (1976-2016). The task is: Predict the product of the given reaction. (1) Given the reactants [CH2:1]([CH:4]([CH2:23][CH2:24][CH2:25][CH2:26][CH2:27][CH2:28][CH2:29][CH2:30][CH2:31][CH2:32][CH2:33][CH2:34][CH2:35][CH2:36][CH2:37][CH2:38][CH2:39][CH3:40])[CH2:5][CH2:6][CH2:7][CH2:8][CH2:9][CH2:10][CH2:11][CH2:12][CH2:13][CH2:14][CH2:15][CH2:16][CH2:17][CH2:18][CH2:19][CH2:20][CH2:21][CH3:22])[CH:2]=[CH2:3].[BH4-].[Na+].B(F)(F)F.CC[O:49]CC.[H][H].[OH-].[Na+].OO, predict the reaction product. The product is: [CH2:23]([CH:4]([CH2:5][CH2:6][CH2:7][CH2:8][CH2:9][CH2:10][CH2:11][CH2:12][CH2:13][CH2:14][CH2:15][CH2:16][CH2:17][CH2:18][CH2:19][CH2:20][CH2:21][CH3:22])[CH2:1][CH2:2][CH2:3][OH:49])[CH2:24][CH2:25][CH2:26][CH2:27][CH2:28][CH2:29][CH2:30][CH2:31][CH2:32][CH2:33][CH2:34][CH2:35][CH2:36][CH2:37][CH2:38][CH2:39][CH3:40]. (2) Given the reactants Br[CH2:2][C:3]([C:5]1[C:6]([CH3:17])=[N:7][O:8][C:9]=1[C:10]1[CH:15]=[CH:14][C:13]([Br:16])=[CH:12][CH:11]=1)=[O:4].[CH2:18]([SH:25])[C:19]1[CH:24]=[CH:23][CH:22]=[CH:21][CH:20]=1.C(=O)([O-])[O-].[Cs+].[Cs+], predict the reaction product. The product is: [CH2:18]([S:25][CH2:2][C:3]([C:5]1[C:6]([CH3:17])=[N:7][O:8][C:9]=1[C:10]1[CH:15]=[CH:14][C:13]([Br:16])=[CH:12][CH:11]=1)=[O:4])[C:19]1[CH:24]=[CH:23][CH:22]=[CH:21][CH:20]=1. (3) Given the reactants [CH2:1]=[C:2]([CH:4]1[CH2:11][CH2:10][CH2:9][CH2:8][CH2:7][CH2:6][C:5]1=[O:12])[CH3:3].[CH3:13][O:14][N:15]=[CH:16][CH2:17][CH2:18][CH2:19][CH2:20][CH3:21].Cl[Sn](Cl)(Cl)Cl, predict the reaction product. The product is: [CH3:13][O:14][N:15]1[CH:16]([CH2:17][CH2:18][CH2:19][CH2:20][CH3:21])[CH2:3][C:2]([CH3:1])=[CH:4][CH2:11][CH2:10][CH2:9][CH2:8][CH2:7][CH2:6][C:5]1=[O:12]. (4) Given the reactants [CH2:1]([O:8][CH2:9][CH2:10][CH2:11][C:12]#[C:13][C:14]1[CH2:31][C@@:29]2([CH3:30])[C@@H:25]([CH2:26][CH2:27][C@@H:28]2[O:32][CH:33]2[CH2:38][CH2:37][CH2:36][CH2:35][O:34]2)[C@@:24]2([C:39]#[N:40])[C:15]=1[C:16]1[CH:17]=[CH:18][C:19]([O:41][CH3:42])=[CH:20][C:21]=1[CH2:22][CH2:23]2)[C:2]1[CH:7]=[CH:6][CH:5]=[CH:4][CH:3]=1, predict the reaction product. The product is: [CH2:1]([O:8][CH2:9][CH2:10][CH2:11][CH2:12][CH2:13][C:14]1[CH2:31][C@@:29]2([CH3:30])[C@@H:25]([CH2:26][CH2:27][C@@H:28]2[O:32][CH:33]2[CH2:38][CH2:37][CH2:36][CH2:35][O:34]2)[C@@:24]2([C:39]#[N:40])[C:15]=1[C:16]1[CH:17]=[CH:18][C:19]([O:41][CH3:42])=[CH:20][C:21]=1[CH2:22][CH2:23]2)[C:2]1[CH:7]=[CH:6][CH:5]=[CH:4][CH:3]=1. (5) Given the reactants [H-].[Na+].[CH3:3][C:4]1([CH2:9][CH2:10][CH:11]=[C:12]([CH3:14])[CH3:13])[CH2:6][CH:5]1[CH2:7][OH:8].[CH2:15](Br)[C:16]1[CH:21]=[CH:20][CH:19]=[CH:18][CH:17]=1, predict the reaction product. The product is: [CH3:3][C:4]1([CH2:9][CH2:10][CH:11]=[C:12]([CH3:14])[CH3:13])[CH2:6][CH:5]1[CH2:7][O:8][CH2:15][C:16]1[CH:21]=[CH:20][CH:19]=[CH:18][CH:17]=1. (6) The product is: [CH2:38]([N:40]([CH2:41][CH3:42])[CH2:13][CH2:12][O:11][C:7]1[CH:6]=[C:5]2[C:10](=[CH:9][CH:8]=1)[N:2]([CH3:1])[N:3]=[C:4]2[S:25]([C:28]1[C:33]2[C:32](=[CH:37][CH:36]=[CH:35][CH:34]=2)[CH:31]=[CH:30][CH:29]=1)(=[O:27])=[O:26])[CH3:39]. Given the reactants [CH3:1][N:2]1[C:10]2[C:5](=[CH:6][C:7]([O:11][CH2:12][CH2:13]OS(C3C=CC(C)=CC=3)(=O)=O)=[CH:8][CH:9]=2)[C:4]([S:25]([C:28]2[C:37]3[C:32](=[CH:33][CH:34]=[CH:35][CH:36]=3)[CH:31]=[CH:30][CH:29]=2)(=[O:27])=[O:26])=[N:3]1.[CH2:38]([NH:40][CH2:41][CH3:42])[CH3:39], predict the reaction product. (7) Given the reactants C([N:8]1[CH2:16][C@@H:15]2[C@@:10]([CH3:23])([C@@H:11]([CH3:22])[CH2:12][C:13]3[C:20]([Cl:21])=[CH:19][CH:18]=[CH:17][C:14]=32)[CH2:9]1)C1C=CC=CC=1, predict the reaction product. The product is: [ClH:21].[Cl:21][C:20]1[C:13]2[CH2:12][C@H:11]([CH3:22])[C@:10]3([CH3:23])[C@@H:15]([CH2:16][NH:8][CH2:9]3)[C:14]=2[CH:17]=[CH:18][CH:19]=1.